From a dataset of Tyrosyl-DNA phosphodiesterase HTS with 341,365 compounds. Binary Classification. Given a drug SMILES string, predict its activity (active/inactive) in a high-throughput screening assay against a specified biological target. The compound is s1\c(n(Cc2sccc2)c(=O)cc1C(OC)=O)=N/c1ccccc1. The result is 0 (inactive).